From a dataset of Retrosynthesis with 50K atom-mapped reactions and 10 reaction types from USPTO. Predict the reactants needed to synthesize the given product. (1) Given the product Cc1cncc(Oc2cccc([N+](=O)[O-])c2)c1, predict the reactants needed to synthesize it. The reactants are: Cc1cncc(O)c1.O=[N+]([O-])c1cccc(Br)c1. (2) Given the product C[C@H](Oc1cc(-n2cnc3cnc(CO)cc32)sc1C(N)=O)c1ccccc1C(F)(F)F, predict the reactants needed to synthesize it. The reactants are: C[C@H](Oc1cc(-n2cnc3cnc(CO[Si](C)(C)C(C)(C)C)cc32)sc1C(N)=O)c1ccccc1C(F)(F)F. (3) Given the product COc1ccc(N2CCN(CCC3CN(C)C(=O)O3)CC2)cc1OC, predict the reactants needed to synthesize it. The reactants are: CN1CC(CCCl)OC1=O.COc1ccc(N2CCNCC2)cc1OC. (4) Given the product CC(=O)OCC(=O)Nc1nc2n(n1)[C@H](c1ccc(C#N)cc1)C(C#N)=C(C)N2c1cccc(C(F)(F)F)c1, predict the reactants needed to synthesize it. The reactants are: CC(=O)OCC(=O)Cl.CC1=C(C#N)[C@@H](c2ccc(C#N)cc2)n2nc(N)nc2N1c1cccc(C(F)(F)F)c1. (5) Given the product N#Cc1c(Cl)c2ccccc2n1-c1ccc(CN)cc1, predict the reactants needed to synthesize it. The reactants are: CC(C)(C)OC(=O)NCc1ccc(-n2c(C#N)c(Cl)c3ccccc32)cc1. (6) The reactants are: CC(C)(C)c1ccc(OCCOCCOCCN=[N+]=[N-])cc1. Given the product CC(C)(C)c1ccc(OCCOCCOCCN)cc1, predict the reactants needed to synthesize it.